The task is: Predict the product of the given reaction.. This data is from Forward reaction prediction with 1.9M reactions from USPTO patents (1976-2016). (1) Given the reactants [CH3:1][O:2][C:3]1[CH:8]=[CH:7][C:6]([Mg]Br)=[CH:5][CH:4]=1.[Br:11][C:12]1[CH:20]=[C:19]2[C:15]([CH2:16][CH2:17][C:18]2=[O:21])=[CH:14][CH:13]=1.[Cl-].[NH4+], predict the reaction product. The product is: [Br:11][C:12]1[CH:20]=[C:19]2[C:15]([CH2:16][CH2:17][C:18]2([C:6]2[CH:7]=[CH:8][C:3]([O:2][CH3:1])=[CH:4][CH:5]=2)[OH:21])=[CH:14][CH:13]=1. (2) Given the reactants [C:1]([C:3]1[CH:4]=[C:5]([CH:33]=[C:34]([O:36]C)[CH:35]=1)[C:6]([NH:8][C:9]1[C:10]([CH3:32])=[C:11]2[C:17]([CH:18]3[CH2:23][CH2:22][N:21]([C:24]([CH:26]4[CH2:30][CH2:29][CH2:28][CH2:27]4)=[O:25])[CH2:20][CH2:19]3)=[CH:16][N:15]([CH3:31])[C:12]2=[N:13][CH:14]=1)=[O:7])#[N:2].B(Br)(Br)Br, predict the reaction product. The product is: [C:1]([C:3]1[CH:4]=[C:5]([CH:33]=[C:34]([OH:36])[CH:35]=1)[C:6]([NH:8][C:9]1[C:10]([CH3:32])=[C:11]2[C:17]([CH:18]3[CH2:23][CH2:22][N:21]([C:24]([CH:26]4[CH2:30][CH2:29][CH2:28][CH2:27]4)=[O:25])[CH2:20][CH2:19]3)=[CH:16][N:15]([CH3:31])[C:12]2=[N:13][CH:14]=1)=[O:7])#[N:2]. (3) Given the reactants [Cl:1][C:2]1[CH:3]=[C:4]([CH:23]=[C:24]([Cl:26])[CH:25]=1)[O:5][CH:6]([CH2:21][CH3:22])[C:7]([NH:9][C:10]([CH3:20])([CH3:19])[C:11]#[C:12][CH2:13][CH2:14][CH2:15][S:16]([CH3:18])=[O:17])=[O:8].ClC1C=CC=C(C(OO)=[O:35])C=1.CCCCCC.C(OCC)(=O)C, predict the reaction product. The product is: [Cl:26][C:24]1[CH:23]=[C:4]([CH:3]=[C:2]([Cl:1])[CH:25]=1)[O:5][CH:6]([CH2:21][CH3:22])[C:7]([NH:9][C:10]([CH3:19])([CH3:20])[C:11]#[C:12][CH2:13][CH2:14][CH2:15][S:16]([CH3:18])(=[O:35])=[O:17])=[O:8]. (4) Given the reactants [O:1]1[CH2:6][CH2:5][CH:4]([NH2:7])[CH2:3][CH2:2]1.[Br:8][C:9]1[CH:17]=[CH:16][C:12]([C:13](O)=[O:14])=[C:11]([CH3:18])[CH:10]=1, predict the reaction product. The product is: [Br:8][C:9]1[CH:17]=[CH:16][C:12]([C:13]([NH:7][CH:4]2[CH2:5][CH2:6][O:1][CH2:2][CH2:3]2)=[O:14])=[C:11]([CH3:18])[CH:10]=1. (5) Given the reactants [N:1]1[CH:5]=[C:4]([CH2:6][C@H:7]([NH:35]C(=O)OC(C)(C)C)[C:8](=[O:34])[N:9]2[CH2:14][CH2:13][CH:12]([C:15]3[S:16][CH:17]=[C:18]([C:20]4[CH:29]=[CH:28][C:27]5[C:26]([CH3:31])([CH3:30])[CH2:25][CH2:24][C:23]([CH3:33])([CH3:32])[C:22]=5[CH:21]=4)[N:19]=3)[CH2:11][CH2:10]2)[NH:3][CH:2]=1.FC(F)(F)C(O)=O, predict the reaction product. The product is: [NH2:35][C@@H:7]([CH2:6][C:4]1[NH:3][CH:2]=[N:1][CH:5]=1)[C:8]([N:9]1[CH2:14][CH2:13][CH:12]([C:15]2[S:16][CH:17]=[C:18]([C:20]3[CH:29]=[CH:28][C:27]4[C:26]([CH3:31])([CH3:30])[CH2:25][CH2:24][C:23]([CH3:32])([CH3:33])[C:22]=4[CH:21]=3)[N:19]=2)[CH2:11][CH2:10]1)=[O:34]. (6) Given the reactants [F:1][C:2]1[CH:3]=[C:4]([N:24]2[CH2:29][CH2:28][CH:27]([C:30]#[N:31])[CH2:26][CH2:25]2)[CH:5]=[CH:6][C:7]=1[CH2:8][N:9]1[C@@H:14]([CH3:15])[CH2:13][CH2:12][CH:11]([C:16]2[CH:21]=[CH:20][CH:19]=[CH:18][CH:17]=2)[S:10]1(=[O:23])=[O:22].[NH2:32][OH:33], predict the reaction product. The product is: [F:1][C:2]1[CH:3]=[C:4]([N:24]2[CH2:25][CH2:26][CH:27]([C:30]([NH2:31])=[N:32][OH:33])[CH2:28][CH2:29]2)[CH:5]=[CH:6][C:7]=1[CH2:8][N:9]1[C@@H:14]([CH3:15])[CH2:13][CH2:12][C@H:11]([C:16]2[CH:21]=[CH:20][CH:19]=[CH:18][CH:17]=2)[S:10]1(=[O:23])=[O:22]. (7) Given the reactants C([O:4][C:5]1[CH:10]=[C:9]([C:11]#[N:12])[C:8](Br)=[C:7]([C:14]#[N:15])[C:6]=1[O:16]C(=O)C)(=O)C.B(O)(O)[C:21]1[CH:26]=[CH:25][CH:24]=[C:23]([C:27]([N:29]([CH3:31])[CH3:30])=[O:28])[CH:22]=1, predict the reaction product. The product is: [C:14]([C:7]1[C:6]([OH:16])=[C:5]([OH:4])[CH:10]=[C:9]([C:11]#[N:12])[C:8]=1[C:25]1[CH:26]=[CH:21][CH:22]=[C:23]([C:27]([N:29]([CH3:31])[CH3:30])=[O:28])[CH:24]=1)#[N:15]. (8) The product is: [F:18][C:13]1[CH:14]=[CH:15][CH:16]=[CH:17][C:12]=1[C:7]1[C:6]2[CH:19]=[C:2]([C:23]3[CH:24]=[CH:25][N:20]=[CH:21][CH:22]=3)[CH:3]=[CH:4][C:5]=2[NH:11][CH2:10][CH2:9][N:8]=1. Given the reactants Br[C:2]1[CH:3]=[CH:4][C:5]2[NH:11][CH2:10][CH2:9][N:8]=[C:7]([C:12]3[CH:17]=[CH:16][CH:15]=[CH:14][C:13]=3[F:18])[C:6]=2[CH:19]=1.[N:20]1[CH:25]=[CH:24][C:23](B(O)O)=[CH:22][CH:21]=1.C(=O)([O-])[O-].[Na+].[Na+], predict the reaction product. (9) Given the reactants [C:1]([N:4]1[C:8]2[CH:9]=[CH:10][CH:11]=[CH:12][C:7]=2[NH:6][C:5]1=[O:13])([CH3:3])=[CH2:2].C1(P(C2C=CC=CC=2)C2C=CC=CC=2)C=CC=CC=1.[C:33]1([CH2:43]O)[C:42]2[C:37](=[CH:38][CH:39]=[CH:40][CH:41]=2)[CH:36]=[CH:35][CH:34]=1.N(C(OC(C)C)=O)=NC(OC(C)C)=O, predict the reaction product. The product is: [C:1]([N:4]1[C:8]2[CH:9]=[CH:10][CH:11]=[CH:12][C:7]=2[N:6]([CH2:43][C:33]2[C:42]3[C:37](=[CH:38][CH:39]=[CH:40][CH:41]=3)[CH:36]=[CH:35][CH:34]=2)[C:5]1=[O:13])([CH3:3])=[CH2:2].